Dataset: Full USPTO retrosynthesis dataset with 1.9M reactions from patents (1976-2016). Task: Predict the reactants needed to synthesize the given product. (1) Given the product [CH:19]1([NH:18][N:6]2[C:7]3[C:16]4[CH:15]=[CH:14][CH:13]=[CH:12][C:11]=4[N:10]=[CH:9][C:8]=3[N:17]=[C:5]2[CH2:4][O:3][CH2:1][CH3:2])[CH2:24][CH2:23][CH2:22][CH2:21][CH2:20]1, predict the reactants needed to synthesize it. The reactants are: [CH2:1]([O:3][CH2:4][C:5]1[N:6]([NH2:18])[C:7]2[C:16]3[CH:15]=[CH:14][CH:13]=[CH:12][C:11]=3[N:10]=[CH:9][C:8]=2[N:17]=1)[CH3:2].[C:19]1(=O)[CH2:24][CH2:23][CH2:22][CH2:21][CH2:20]1.C(O)(=O)C.C(O[BH-](OC(=O)C)OC(=O)C)(=O)C.[Na+].NN.[BH4-].[Na+]. (2) Given the product [C:47]([O:46][C@@H:40]([C:31]1[C:30]([CH3:51])=[CH:29][C:27]2[N:28]=[C:24]([C:2]3[CH:3]=[C:4]4[C:8](=[CH:9][CH:10]=3)[N:7]([CH3:11])[N:6]=[C:5]4[CH:12]3[CH2:14][CH2:13]3)[S:25][C:26]=2[C:32]=1[C:33]1[CH:34]=[CH:35][C:36]([Cl:39])=[CH:37][CH:38]=1)[C:41]([OH:43])=[O:42])([CH3:50])([CH3:48])[CH3:49], predict the reactants needed to synthesize it. The reactants are: Br[C:2]1[CH:3]=[C:4]2[C:8](=[CH:9][CH:10]=1)[N:7]([CH3:11])[N:6]=[C:5]2[CH:12]1[CH2:14][CH2:13]1.C(Cl)Cl.CC([O-])=O.[K+].Br[C:24]1[S:25][C:26]2[C:32]([C:33]3[CH:38]=[CH:37][C:36]([Cl:39])=[CH:35][CH:34]=3)=[C:31]([C@H:40]([O:46][C:47]([CH3:50])([CH3:49])[CH3:48])[C:41]([O:43]CC)=[O:42])[C:30]([CH3:51])=[CH:29][C:27]=2[N:28]=1.C([O-])([O-])=O.[K+].[K+].[OH-].[Na+]. (3) Given the product [CH3:50][N:46]1[CH2:47][CH2:48][CH2:49][CH:44]([NH:15][C:16]2[CH:29]=[C:28]3[C:19]([O:20][C:21]4[C:22]([C:30]5[NH:35][C:34](=[O:36])[CH:33]=[C:32]([N:37]6[CH2:42][CH2:41][O:40][CH2:39][CH2:38]6)[CH:31]=5)=[CH:23][CH:24]=[CH:25][C:26]=4[CH2:27]3)=[CH:18][CH:17]=2)[CH2:45]1, predict the reactants needed to synthesize it. The reactants are: C(O[BH-](OC(=O)C)OC(=O)C)(=O)C.[Na+].[NH2:15][C:16]1[CH:29]=[C:28]2[C:19]([O:20][C:21]3[C:22]([C:30]4[NH:35][C:34](=[O:36])[CH:33]=[C:32]([N:37]5[CH2:42][CH2:41][O:40][CH2:39][CH2:38]5)[CH:31]=4)=[CH:23][CH:24]=[CH:25][C:26]=3[CH2:27]2)=[CH:18][CH:17]=1.O=[C:44]1[CH2:49][CH2:48][CH2:47][N:46]([C:50](OC(C)(C)C)=O)[CH2:45]1.C(Cl)(Cl)Cl.